This data is from Peptide-MHC class I binding affinity with 185,985 pairs from IEDB/IMGT. The task is: Regression. Given a peptide amino acid sequence and an MHC pseudo amino acid sequence, predict their binding affinity value. This is MHC class I binding data. (1) The peptide sequence is LEGYAFEHIV. The MHC is HLA-B40:02 with pseudo-sequence HLA-B40:02. The binding affinity (normalized) is 0.308. (2) The binding affinity (normalized) is 0.0847. The MHC is HLA-A11:01 with pseudo-sequence HLA-A11:01. The peptide sequence is VMTEGRHAV. (3) The peptide sequence is GRDNRTIISLN. The MHC is HLA-B27:05 with pseudo-sequence HLA-B27:05. The binding affinity (normalized) is 0.247. (4) The peptide sequence is GQGGSPTAM. The MHC is HLA-B18:01 with pseudo-sequence HLA-B18:01. The binding affinity (normalized) is 0. (5) The peptide sequence is TVYDDAARR. The MHC is HLA-A33:01 with pseudo-sequence HLA-A33:01. The binding affinity (normalized) is 0.213. (6) The peptide sequence is YTYEAYVRY. The MHC is Mamu-A02 with pseudo-sequence Mamu-A02. The binding affinity (normalized) is 0.802. (7) The peptide sequence is HKYQVPSLQY. The MHC is Mamu-B17 with pseudo-sequence Mamu-B17. The binding affinity (normalized) is 0.0698.